From a dataset of Catalyst prediction with 721,799 reactions and 888 catalyst types from USPTO. Predict which catalyst facilitates the given reaction. (1) Reactant: [F:1][C:2]1[CH:7]=[C:6]([F:8])[C:5]([N+:9]([O-:11])=[O:10])=[C:4]([OH:12])[CH:3]=1.[H-].[Na+].[CH2:15](Br)[C:16]1[CH:21]=[CH:20][CH:19]=[CH:18][CH:17]=1. Product: [CH2:15]([O:12][C:4]1[CH:3]=[C:2]([F:1])[CH:7]=[C:6]([F:8])[C:5]=1[N+:9]([O-:11])=[O:10])[C:16]1[CH:21]=[CH:20][CH:19]=[CH:18][CH:17]=1. The catalyst class is: 3. (2) Reactant: [O:1]=[C:2]1[C@H:18]2[N:6]([C@H:7]([CH2:19][CH2:20][CH2:21][NH:22]C(=O)OCC3C=CC=CC=3)[C:8]3[NH:9][C:10]4[C:15]([C:16]=3[CH2:17]2)=[CH:14][CH:13]=[CH:12][CH:11]=4)[C:5](=[O:33])[C@@H:4]2[CH2:34][CH2:35][CH2:36][N:3]12. Product: [NH2:22][CH2:21][CH2:20][CH2:19][C@@H:7]1[C:8]2[NH:9][C:10]3[C:15]([C:16]=2[CH2:17][C@H:18]2[C:2](=[O:1])[N:3]4[CH2:36][CH2:35][CH2:34][C@H:4]4[C:5](=[O:33])[N:6]12)=[CH:14][CH:13]=[CH:12][CH:11]=3. The catalyst class is: 19. (3) Reactant: [Cl:1][C:2]1[CH:11]=[CH:10][CH:9]=[C:8]([Cl:12])[C:3]=1[C:4](Cl)=[N:5][OH:6].[C:13]1([S:19]([CH2:22][CH2:23][NH:24][C:25](=[O:27])[CH3:26])(=[O:21])=[O:20])[CH:18]=[CH:17][CH:16]=[CH:15][CH:14]=1.C(N([CH2:33][CH3:34])CC)C. Product: [Cl:1][C:2]1[CH:11]=[CH:10][CH:9]=[C:8]([Cl:12])[C:3]=1[C:4]1[CH:9]=[C:10]([C:11]2[CH:2]=[C:3]([CH2:26][C:25]([NH:24][CH2:23][CH2:22][S:19]([C:13]3[CH:14]=[CH:15][CH:16]=[CH:17][CH:18]=3)(=[O:21])=[O:20])=[O:27])[CH:4]=[CH:33][CH:34]=2)[O:6][N:5]=1. The catalyst class is: 7. (4) Reactant: [C:1]([O:4][CH2:5][C:6]1[C:7]([N:21]2[CH2:32][CH2:31][N:30]3[C:23](=[CH:24][C:25]4[CH2:26][C:27]([CH3:34])([CH3:33])[CH2:28][C:29]=43)[C:22]2=[O:35])=[N:8][CH:9]=[CH:10][C:11]=1B1OC(C)(C)C(C)(C)O1)(=[O:3])[CH3:2].Br[C:37]1[CH:38]=[C:39]([NH:45][C:46]2[CH:50]=[CH:49][N:48]([CH3:51])[N:47]=2)[C:40](=[O:44])[N:41]([CH3:43])[CH:42]=1.[O-]P([O-])([O-])=O.[K+].[K+].[K+].C([O-])(=O)C.[Na+]. Product: [C:1]([O:4][CH2:5][C:6]1[C:7]([N:21]2[CH2:32][CH2:31][N:30]3[C:23](=[CH:24][C:25]4[CH2:26][C:27]([CH3:33])([CH3:34])[CH2:28][C:29]=43)[C:22]2=[O:35])=[N:8][CH:9]=[CH:10][C:11]=1[C:37]1[CH:38]=[C:39]([NH:45][C:46]2[CH:50]=[CH:49][N:48]([CH3:51])[N:47]=2)[C:40](=[O:44])[N:41]([CH3:43])[CH:42]=1)(=[O:3])[CH3:2]. The catalyst class is: 543. (5) Reactant: [NH2:1][C:2]([C:6]1[CH:11]=[CH:10][C:9]([O:12][CH3:13])=[CH:8][CH:7]=1)([CH3:5])[CH2:3]O.COC1C=CC(P2(=S)SP(=S)(C3C=CC(OC)=CC=3)[S:23]2)=CC=1. Product: [NH2:1][C:2]([C:6]1[CH:11]=[CH:10][C:9]([O:12][CH3:13])=[CH:8][CH:7]=1)([CH3:5])[CH2:3][SH:23]. The catalyst class is: 11.